From a dataset of Catalyst prediction with 721,799 reactions and 888 catalyst types from USPTO. Predict which catalyst facilitates the given reaction. Reactant: IC.[Br:3][C:4]1[CH:13]=[C:12]2[C:7]([CH2:8][CH2:9][CH:10]([CH3:20])[C:11]32[C:17](=[O:18])[NH:16][C:15](=[O:19])[NH:14]3)=[CH:6][CH:5]=1.[C:21]([O-])([O-])=O.[K+].[K+].CN(C=O)C. Product: [Br:3][C:4]1[CH:13]=[C:12]2[C:7]([CH2:8][CH2:9][CH:10]([CH3:20])[C:11]32[C:17](=[O:18])[N:16]([CH3:21])[C:15](=[O:19])[NH:14]3)=[CH:6][CH:5]=1. The catalyst class is: 161.